From a dataset of Reaction yield outcomes from USPTO patents with 853,638 reactions. Predict the reaction yield, written as a fraction of the theoretical maximum amount of product (1.0 means a 100% yield; for example, 0.34 means a 34% yield). (1) The reactants are [CH3:1][O:2][C:3](=[O:22])[C:4]1[CH:9]=[C:8]([C:10]2[CH:11]=[N:12][CH:13]=[CH:14][CH:15]=2)[CH:7]=[C:6]([N+:16]([O-])=O)[C:5]=1[S:19][C:20]#[N:21].N. The catalyst is C(O)(=O)C.O.[Fe]. The product is [CH3:1][O:2][C:3]([C:4]1[C:5]2[S:19][C:20]([NH2:21])=[N:16][C:6]=2[CH:7]=[C:8]([C:10]2[CH:11]=[N:12][CH:13]=[CH:14][CH:15]=2)[CH:9]=1)=[O:22]. The yield is 0.460. (2) The reactants are CC(OI1(OC(C)=O)(OC(C)=O)OC(=O)C2C=CC=CC1=2)=O.[NH2:23][C:24]1[C:29]2=[C:30]([C:43]3[CH:48]=[CH:47][C:46]([NH:49][C:50]([NH:52][C:53]4[CH:58]=[C:57]([C:59]([F:62])([F:61])[F:60])[CH:56]=[CH:55][N:54]=4)=[O:51])=[CH:45][CH:44]=3)[C:31]([CH:40]([OH:42])[CH3:41])=[C:32]([CH2:33][N:34]3[CH2:39][CH2:38][O:37][CH2:36][CH2:35]3)[N:28]2[N:27]=[CH:26][N:25]=1.C([O-])(O)=O.[Na+].CCOC(C)=O. The catalyst is CS(C)=O.O. The product is [C:40]([C:31]1[C:30]([C:43]2[CH:48]=[CH:47][C:46]([NH:49][C:50]([NH:52][C:53]3[CH:58]=[C:57]([C:59]([F:60])([F:61])[F:62])[CH:56]=[CH:55][N:54]=3)=[O:51])=[CH:45][CH:44]=2)=[C:29]2[N:28]([C:32]=1[CH2:33][N:34]1[CH2:39][CH2:38][O:37][CH2:36][CH2:35]1)[N:27]=[CH:26][N:25]=[C:24]2[NH2:23])(=[O:42])[CH3:41]. The yield is 0.310. (3) The reactants are C[O:2][C:3](=[O:31])[CH2:4][CH:5]1[CH2:10][NH:9][C@H:8]([C:11]([N:13]2[CH2:17][CH2:16][CH:15]([C:18]3[CH:23]=[CH:22][CH:21]=[CH:20][CH:19]=3)[CH2:14]2)=[O:12])[C@@H:7]([C:24]([O:26][C:27]([CH3:30])([CH3:29])[CH3:28])=[O:25])[CH2:6]1.[OH-].[Li+]. The catalyst is C1COCC1. The product is [C:27]([O:26][C:24]([C@@H:7]1[C@@H:8]([C:11]([N:13]2[CH2:17][CH2:16][CH:15]([C:18]3[CH:19]=[CH:20][CH:21]=[CH:22][CH:23]=3)[CH2:14]2)=[O:12])[NH:9][CH2:10][CH:5]([CH2:4][C:3]([OH:31])=[O:2])[CH2:6]1)=[O:25])([CH3:30])([CH3:28])[CH3:29]. The yield is 0.870. (4) The reactants are Cl.[CH:2]([N:5]1[C:9]([C:10]2[N:19]=[C:18]3[N:12]([CH2:13][CH2:14][O:15][C:16]4[CH:23]=[C:22]([CH:24]5[CH2:29][CH2:28][NH:27][CH2:26][CH2:25]5)[CH:21]=[CH:20][C:17]=43)[CH:11]=2)=[N:8][C:7]([CH3:30])=[N:6]1)([CH3:4])[CH3:3].C(N(CC)CC)C.Cl[CH2:39][C:40]([NH:42][CH:43]([CH3:45])[CH3:44])=[O:41]. The catalyst is C(Cl)Cl.[I-].C([N+](CCCC)(CCCC)CCCC)CCC. The product is [CH:43]([NH:42][C:40](=[O:41])[CH2:39][N:27]1[CH2:28][CH2:29][CH:24]([C:22]2[CH:21]=[CH:20][C:17]3[C:18]4[N:12]([CH:11]=[C:10]([C:9]5[N:5]([CH:2]([CH3:4])[CH3:3])[N:6]=[C:7]([CH3:30])[N:8]=5)[N:19]=4)[CH2:13][CH2:14][O:15][C:16]=3[CH:23]=2)[CH2:25][CH2:26]1)([CH3:45])[CH3:44]. The yield is 0.510. (5) The reactants are Cl.[Cl:2][C:3]1[CH:4]=[C:5]([C:10]23[CH2:15][CH:14]2[CH2:13][NH:12][CH2:11]3)[CH:6]=[CH:7][C:8]=1[Cl:9].[OH-].[Na+].Br[CH2:19][CH3:20]. The catalyst is C(Cl)Cl. The product is [Cl:2][C:3]1[CH:4]=[C:5]([C:10]23[CH2:15][CH:14]2[CH2:13][N:12]([CH2:19][CH3:20])[CH2:11]3)[CH:6]=[CH:7][C:8]=1[Cl:9]. The yield is 0.660. (6) The reactants are [F:1][C:2]1[C:3]([O:33]C)=[C:4]2[C:9](=[CH:10][C:11]=1[CH3:12])[CH:8]([NH:13][C:14]1[CH:23]=[CH:22][C:21]([F:24])=[C:20]3[C:15]=1[CH:16]=[N:17][C:18]([CH3:25])=[N:19]3)[C:7]([C:27]([F:30])([F:29])[F:28])([OH:26])[CH2:6][C:5]2([CH3:32])[CH3:31].B(Br)(Br)Br.C(=O)(O)[O-].[Na+]. The catalyst is ClCCl. The product is [F:1][C:2]1[C:11]([CH3:12])=[CH:10][C:9]2[CH:8]([NH:13][C:14]3[CH:23]=[CH:22][C:21]([F:24])=[C:20]4[C:15]=3[CH:16]=[N:17][C:18]([CH3:25])=[N:19]4)[C:7]([C:27]([F:28])([F:29])[F:30])([OH:26])[CH2:6][C:5]([CH3:31])([CH3:32])[C:4]=2[C:3]=1[OH:33]. The yield is 0.615. (7) The reactants are [CH3:1][C:2]1([CH3:14])[CH2:7][O:6][C:5]2([CH2:12][CH2:11][CH:10]([OH:13])[CH2:9][CH2:8]2)[O:4][CH2:3]1.[H-].[Na+].Cl[C:18]1[CH:25]=[CH:24][C:21]([C:22]#[N:23])=[CH:20][N:19]=1. The catalyst is CN(C=O)C. The product is [CH3:1][C:2]1([CH3:14])[CH2:3][O:4][C:5]2([CH2:8][CH2:9][CH:10]([O:13][C:18]3[CH:25]=[CH:24][C:21]([C:22]#[N:23])=[CH:20][N:19]=3)[CH2:11][CH2:12]2)[O:6][CH2:7]1. The yield is 0.920. (8) The reactants are [CH2:1]([C:3]1[S:28][C:6]2[N:7]([CH2:13][C:14]3[CH:19]=[CH:18][C:17]([C:20]4[C:21]([C:26]#[N:27])=[CH:22][CH:23]=[CH:24][CH:25]=4)=[CH:16][CH:15]=3)[C:8](=[O:12])[NH:9][C:10](=[O:11])[C:5]=2[CH:4]=1)[CH3:2].Br[CH2:30][C:31]([C:33]1[CH:38]=[CH:37][CH:36]=[C:35]([O:39][CH3:40])[CH:34]=1)=[O:32].[H-].[Na+].[Cl-].O[NH3+:45].[C:46](=[O:49])([O-])[OH:47].[Na+]. The catalyst is C(OCC)(=O)C.CS(C)=O.C(Cl)(Cl)Cl.CN(C)C=O. The product is [CH2:1]([C:3]1[S:28][C:6]2[N:7]([CH2:13][C:14]3[CH:19]=[CH:18][C:17]([C:20]4[CH:25]=[CH:24][CH:23]=[CH:22][C:21]=4[C:26]4[NH:45][C:46](=[O:49])[O:47][N:27]=4)=[CH:16][CH:15]=3)[C:8](=[O:12])[N:9]([CH2:30][C:31]([C:33]3[CH:38]=[CH:37][CH:36]=[C:35]([O:39][CH3:40])[CH:34]=3)=[O:32])[C:10](=[O:11])[C:5]=2[CH:4]=1)[CH3:2]. The yield is 0.0400. (9) The reactants are Cl[CH2:2][C:3]1[N:4]2[CH:10]=[C:9]([C:11]3[CH:16]=[CH:15][CH:14]=[CH:13][C:12]=3[N+:17]([O-:19])=[O:18])[N:8]=[C:5]2[S:6][CH:7]=1.[NH:20]1[CH:24]=[N:23][CH:22]=[N:21]1.C([O-])([O-])=O.[K+].[K+]. The catalyst is CN(C=O)C.[Na+].[I-]. The product is [N+:17]([C:12]1[CH:13]=[CH:14][CH:15]=[CH:16][C:11]=1[C:9]1[N:8]=[C:5]2[N:4]([CH:10]=1)[C:3]([CH2:2][N:20]1[CH:24]=[N:23][CH:22]=[N:21]1)=[CH:7][S:6]2)([O-:19])=[O:18]. The yield is 0.750. (10) The reactants are I[C:2]1[C:10]2[C:5](=[CH:6][C:7]([C:11]([O:13][CH3:14])=O)=[CH:8][CH:9]=2)[NH:4]N=1.Cl[CH2:16]Cl.[OH-:18].[NH4+:19].[Cl-].[NH4+:21]. The catalyst is CC(N(C)C)=O.[Zn].[C-]#N.[Zn+2].[C-]#N.Cl[Pd]Cl.C1(P(C2C=CC=CC=2)[C-]2C=CC=C2)C=CC=CC=1.[C-]1(P(C2C=CC=CC=2)C2C=CC=CC=2)C=CC=C1.[Fe+2].[Cu]I. The product is [C:16]([C:2]1[C:10]2[C:5](=[CH:6][C:7]([C:11]([O:13][CH3:14])=[O:18])=[CH:8][CH:9]=2)[NH:4][N:21]=1)#[N:19]. The yield is 0.730.